This data is from Full USPTO retrosynthesis dataset with 1.9M reactions from patents (1976-2016). The task is: Predict the reactants needed to synthesize the given product. (1) Given the product [Br:1][C:2]1[C:3]([F:9])=[C:4]([C:5]([Cl:8])=[CH:6][CH:7]=1)[CH:21]=[O:22], predict the reactants needed to synthesize it. The reactants are: [Br:1][C:2]1[CH:7]=[CH:6][C:5]([Cl:8])=[CH:4][C:3]=1[F:9].[Li+].CC([N-]C(C)C)C.CN([CH:21]=[O:22])C. (2) Given the product [CH3:21][N:22]([CH3:23])[C:2]1[CH:7]=[CH:6][C:5]([N+:8]([O-:10])=[O:9])=[CH:4][C:3]=1[C:11]1[O:12][C:13]2[CH:19]=[CH:18][C:17]([CH3:20])=[CH:16][C:14]=2[N:15]=1, predict the reactants needed to synthesize it. The reactants are: Cl[C:2]1[CH:7]=[CH:6][C:5]([N+:8]([O-:10])=[O:9])=[CH:4][C:3]=1[C:11]1[O:12][C:13]2[CH:19]=[CH:18][C:17]([CH3:20])=[CH:16][C:14]=2[N:15]=1.[CH3:21][NH:22][CH3:23]. (3) Given the product [Cl:25][C:26]1[CH:27]=[C:28]([CH2:33][CH2:34][NH:35][CH2:21][C:20]2[CH:23]=[CH:24][C:17]([C:15]3[O:14][N:13]=[C:12]([CH2:1][CH2:2][CH2:3][CH2:4][CH2:5][CH2:6][CH2:7][CH2:8][CH2:9][CH2:10][CH3:11])[N:16]=3)=[CH:18][CH:19]=2)[CH:29]=[CH:30][C:31]=1[Cl:32], predict the reactants needed to synthesize it. The reactants are: [CH2:1]([C:12]1[N:16]=[C:15]([C:17]2[CH:24]=[CH:23][C:20]([CH:21]=O)=[CH:19][CH:18]=2)[O:14][N:13]=1)[CH2:2][CH2:3][CH2:4][CH2:5][CH2:6][CH2:7][CH2:8][CH2:9][CH2:10][CH3:11].[Cl:25][C:26]1[CH:27]=[C:28]([CH2:33][CH2:34][NH2:35])[CH:29]=[CH:30][C:31]=1[Cl:32].